Dataset: Full USPTO retrosynthesis dataset with 1.9M reactions from patents (1976-2016). Task: Predict the reactants needed to synthesize the given product. (1) Given the product [ClH:1].[Cl:1][C:2]1[CH:3]=[C:4]([CH:36]=[CH:37][CH:38]=1)[CH2:5][N:6]1[CH:31]=[CH:30][N:10]2[CH:11]=[C:12]([CH:24]([OH:29])[C:25]([CH3:27])([CH3:28])[CH3:26])[C:13](=[O:23])[C:14]([OH:15])=[C:9]2[C:7]1=[O:8], predict the reactants needed to synthesize it. The reactants are: [Cl:1][C:2]1[CH:3]=[C:4]([CH:36]=[CH:37][CH:38]=1)[CH2:5][NH:6][C:7]([C:9]1[N:10]([CH2:30][CH:31](OC)OC)[CH:11]=[C:12]([CH:24]([OH:29])[C:25]([CH3:28])([CH3:27])[CH3:26])[C:13](=[O:23])[C:14]=1[O:15]CC1C=CC=CC=1)=[O:8].Cl. (2) Given the product [C:1]([O:5][C:6]([N:8]1[CH2:12][C@@H:11]([O:13][C:31]2[CH:32]=[CH:33][C:28]([F:27])=[CH:29][CH:30]=2)[CH2:10][C@H:9]1[C:14]([N:16]1[CH2:22][CH2:21][CH2:20][N:19]([CH:23]2[CH2:24][CH2:25][CH2:26]2)[CH2:18][CH2:17]1)=[O:15])=[O:7])([CH3:4])([CH3:2])[CH3:3], predict the reactants needed to synthesize it. The reactants are: [C:1]([O:5][C:6]([N:8]1[CH2:12][C@H:11]([OH:13])[CH2:10][C@H:9]1[C:14]([N:16]1[CH2:22][CH2:21][CH2:20][N:19]([CH:23]2[CH2:26][CH2:25][CH2:24]2)[CH2:18][CH2:17]1)=[O:15])=[O:7])([CH3:4])([CH3:3])[CH3:2].[F:27][C:28]1[CH:33]=[CH:32][C:31](O)=[CH:30][CH:29]=1.C1(P(C2C=CC=CC=2)C2C=CC=CC=2)C=CC=CC=1.CCOC(/N=N/C(OCC)=O)=O.